From a dataset of Peptide-MHC class I binding affinity with 185,985 pairs from IEDB/IMGT. Regression. Given a peptide amino acid sequence and an MHC pseudo amino acid sequence, predict their binding affinity value. This is MHC class I binding data. (1) The peptide sequence is ETKKTMLAL. The MHC is HLA-A23:01 with pseudo-sequence HLA-A23:01. The binding affinity (normalized) is 0.0847. (2) The peptide sequence is RQIQVEGLK. The MHC is HLA-B40:01 with pseudo-sequence HLA-B40:01. The binding affinity (normalized) is 0.210. (3) The peptide sequence is LSIVVDINK. The MHC is HLA-A11:01 with pseudo-sequence HLA-A11:01. The binding affinity (normalized) is 0.707. (4) The peptide sequence is AVRYYDGNIY. The MHC is HLA-A03:01 with pseudo-sequence HLA-A03:01. The binding affinity (normalized) is 0.277.